Predict the product of the given reaction. From a dataset of Forward reaction prediction with 1.9M reactions from USPTO patents (1976-2016). Given the reactants [Br:1][C:2]1[CH:10]=[CH:9][C:5]([C:6](O)=[O:7])=[C:4]([Cl:11])[CH:3]=1.ClC(OC(=O)C(C)C)=O.CN1CCOCC1.[BH4-].[Na+], predict the reaction product. The product is: [Br:1][C:2]1[CH:10]=[CH:9][C:5]([CH2:6][OH:7])=[C:4]([Cl:11])[CH:3]=1.